From a dataset of CYP2C9 inhibition data for predicting drug metabolism from PubChem BioAssay. Regression/Classification. Given a drug SMILES string, predict its absorption, distribution, metabolism, or excretion properties. Task type varies by dataset: regression for continuous measurements (e.g., permeability, clearance, half-life) or binary classification for categorical outcomes (e.g., BBB penetration, CYP inhibition). Dataset: cyp2c9_veith. (1) The molecule is O[C@@H](c1cc(-c2ccc(Cl)cc2)nc2ccccc12)[C@@H]1CCCCN1. The result is 0 (non-inhibitor). (2) The drug is CC(=O)N[C@@H]1[C@@H](O)O[C@@H](CO)[C@@H](O)[C@@H]1O[C@@H](C)C(=O)O. The result is 0 (non-inhibitor). (3) The molecule is CO[C@@H]1COC(=O)C/C=C\[C@H](C)[C@@H](OC)COC(=O)CCC[C@@H]1C. The result is 0 (non-inhibitor). (4) The drug is NCCCCCCNS(=O)(=O)c1ccc2c(Cl)cccc2c1. The result is 1 (inhibitor). (5) The compound is O=S(=O)(c1ccccc1)N1CCC2(CCCN(Cc3ccncc3)C2)CC1. The result is 1 (inhibitor). (6) The molecule is O=C1c2ccccc2C(=O)N1CCCCN(C(=O)c1ccc([N+](=O)[O-])cc1)c1ccc(Cl)cc1. The result is 1 (inhibitor). (7) The result is 0 (non-inhibitor). The drug is COc1ncc2nc(C)c(=O)n(C[C@H]3CCCO3)c2n1.